This data is from Catalyst prediction with 721,799 reactions and 888 catalyst types from USPTO. The task is: Predict which catalyst facilitates the given reaction. (1) Reactant: [CH2:1]([O:8][C:9]1[CH:14]=[CH:13][C:12]([NH:15][C:16]([NH:18][CH2:19][CH3:20])=[O:17])=[CH:11][CH:10]=1)[C:2]1C=CC=C[CH:3]=1.[H][H].C([OH:25])C. Product: [CH2:19]([NH:18][C:16]([NH:15][C:12]1[CH:13]=[CH:14][C:9]([O:8][CH2:1][C@@H:2]2[CH2:3][O:25]2)=[CH:10][CH:11]=1)=[O:17])[CH3:20]. The catalyst class is: 45. (2) Reactant: [CH3:1][O:2][C:3]1[CH:8]=[CH:7][CH:6]=[CH:5][C:4]=1[CH2:9][CH2:10][O:11][CH2:12][C:13](O)=[O:14].[H-].[Al+3].[Li+].[H-].[H-].[H-].[OH-].[Na+].Cl. Product: [CH3:1][O:2][C:3]1[CH:8]=[CH:7][CH:6]=[CH:5][C:4]=1[CH2:9][CH2:10][O:11][CH2:12][CH2:13][OH:14]. The catalyst class is: 30. (3) Reactant: [CH3:1][CH2:2][CH2:3][CH2:4][CH2:5][N:6]([CH2:8][CH2:9][C:10]([P:16]([OH:19])([OH:18])=[O:17])([P:12]([OH:15])([OH:14])=[O:13])[OH:11])[CH3:7].[Cl-].[Zn+2:21].[Cl-]. Product: [Zn:21].[CH3:1][CH2:2][CH2:3][CH2:4][CH2:5][N:6]([CH2:8][CH2:9][C:10]([P:16]([OH:19])([OH:18])=[O:17])([P:12]([OH:15])([OH:14])=[O:13])[OH:11])[CH3:7]. The catalyst class is: 801. (4) Reactant: [Cl:1][C:2]1[CH:11]=[C:10]([CH3:12])[CH:9]=[CH:8][C:3]=1[C:4](OC)=[O:5].CC(C[Al]CC(C)C)C. Product: [Cl:1][C:2]1[CH:11]=[C:10]([CH3:12])[CH:9]=[CH:8][C:3]=1[CH2:4][OH:5]. The catalyst class is: 4. (5) Reactant: C([O-])(=O)C.[NH4+:5].[C:6]([C:9]1[CH:14]=[C:13]([Br:15])[CH:12]=[CH:11][C:10]=1[NH:16][C:17](=O)[C:18]([O:20][CH2:21][CH3:22])=[O:19])(=O)[CH3:7]. Product: [Br:15][C:13]1[CH:14]=[C:9]2[C:10](=[CH:11][CH:12]=1)[N:16]=[C:17]([C:18]([O:20][CH2:21][CH3:22])=[O:19])[N:5]=[C:6]2[CH3:7]. The catalyst class is: 15. (6) Reactant: [Li+].[OH-].[O:3]=[C:4]1[N:10]([CH:11]2[CH2:16][CH2:15][N:14]([C:17]([O:19][C@@H:20]([C:31]([O:33]C)=[O:32])[CH2:21][C:22]3[CH:27]=[C:26]([Br:28])[C:25]([OH:29])=[C:24]([Br:30])[CH:23]=3)=[O:18])[CH2:13][CH2:12]2)[CH2:9][CH2:8][C:7]2[CH:35]=[CH:36][CH:37]=[CH:38][C:6]=2[NH:5]1. Product: [O:3]=[C:4]1[N:10]([CH:11]2[CH2:16][CH2:15][N:14]([C:17]([O:19][C@@H:20]([C:31]([OH:33])=[O:32])[CH2:21][C:22]3[CH:27]=[C:26]([Br:28])[C:25]([OH:29])=[C:24]([Br:30])[CH:23]=3)=[O:18])[CH2:13][CH2:12]2)[CH2:9][CH2:8][C:7]2[CH:35]=[CH:36][CH:37]=[CH:38][C:6]=2[NH:5]1. The catalyst class is: 1. (7) Reactant: [Br:1][C:2]1[CH:15]=[C:14]([N+:16]([O-])=O)[C:13]([F:19])=[CH:12][C:3]=1[O:4][C:5]1[CH:10]=[CH:9][N:8]=[C:7]([Cl:11])[CH:6]=1. Product: [Br:1][C:2]1[C:3]([O:4][C:5]2[CH:10]=[CH:9][N:8]=[C:7]([Cl:11])[CH:6]=2)=[CH:12][C:13]([F:19])=[C:14]([CH:15]=1)[NH2:16]. The catalyst class is: 319.